From a dataset of Reaction yield outcomes from USPTO patents with 853,638 reactions. Predict the reaction yield, written as a fraction of the theoretical maximum amount of product (1.0 means a 100% yield; for example, 0.34 means a 34% yield). (1) The reactants are [Br:1][C:2]1[N:7]=[C:6]([C:8]2([C:11]([OH:13])=O)[CH2:10][CH2:9]2)[CH:5]=[CH:4][CH:3]=1.[CH3:14][NH:15][CH3:16]. No catalyst specified. The product is [CH3:14][N:15]([CH3:16])[C:11]([C:8]1([C:6]2[CH:5]=[CH:4][CH:3]=[C:2]([Br:1])[N:7]=2)[CH2:10][CH2:9]1)=[O:13]. The yield is 0.700. (2) The reactants are [CH3:1][O:2][C:3]1[CH:8]=[CH:7][C:6]([NH:9][C:10]2[C:15]3[N:16]([CH3:20])[C:17](=[O:19])[NH:18][C:14]=3[CH:13]=[CH:12][CH:11]=2)=[CH:5][CH:4]=1.[CH:21](=O)[CH2:22][CH2:23][CH3:24].C(O[BH-](OC(=O)C)OC(=O)C)(=O)C.[Na+]. The catalyst is ClC(Cl)C.C(O)(=O)C.C(OCC)(=O)C. The yield is 0.450. The product is [CH2:21]([N:9]([C:6]1[CH:7]=[CH:8][C:3]([O:2][CH3:1])=[CH:4][CH:5]=1)[C:10]1[C:15]2[N:16]([CH3:20])[C:17](=[O:19])[NH:18][C:14]=2[CH:13]=[CH:12][CH:11]=1)[CH2:22][CH2:23][CH3:24].